From a dataset of Reaction yield outcomes from USPTO patents with 853,638 reactions. Predict the reaction yield, written as a fraction of the theoretical maximum amount of product (1.0 means a 100% yield; for example, 0.34 means a 34% yield). The reactants are [F:1][C:2]1[CH:3]=[C:4]([C@H:9]2[CH2:13][CH2:12][CH2:11][N:10]2C(OC(C)(C)C)=O)[CH:5]=[C:6]([OH:8])[CH:7]=1.[ClH:21].O1CCOCC1. The catalyst is C(Cl)Cl. The product is [ClH:21].[F:1][C:2]1[CH:7]=[C:6]([OH:8])[CH:5]=[C:4]([C@H:9]2[CH2:13][CH2:12][CH2:11][NH:10]2)[CH:3]=1. The yield is 0.733.